This data is from Catalyst prediction with 721,799 reactions and 888 catalyst types from USPTO. The task is: Predict which catalyst facilitates the given reaction. (1) Reactant: Cl[C:2]1[C:7]([C:8]([NH:10][C:11]2[CH:12]=[C:13]3[C:17](=[CH:18][CH:19]=2)[N:16]([C:20]([O:22][C:23]([CH3:26])([CH3:25])[CH3:24])=[O:21])[CH2:15][CH2:14]3)=[O:9])=[CH:6][CH:5]=[C:4]([CH3:27])[N:3]=1.[NH:28]1[CH2:33][CH2:32][CH2:31][CH2:30][CH2:29]1.C(OCC)(=O)C.O. Product: [CH3:27][C:4]1[N:3]=[C:2]([N:28]2[CH2:33][CH2:32][CH2:31][CH2:30][CH2:29]2)[C:7]([C:8]([NH:10][C:11]2[CH:12]=[C:13]3[C:17](=[CH:18][CH:19]=2)[N:16]([C:20]([O:22][C:23]([CH3:26])([CH3:25])[CH3:24])=[O:21])[CH2:15][CH2:14]3)=[O:9])=[CH:6][CH:5]=1. The catalyst class is: 7. (2) Reactant: [CH3:1][O:2][CH2:3][CH:4]([NH:6][C:7]([C:9]1[CH:10]=[C:11]([C:18]2[CH:23]=[CH:22][C:21]([CH3:24])=[CH:20][CH:19]=2)[CH:12]=[C:13]([N+:15]([O-])=O)[CH:14]=1)=[O:8])[CH3:5].Cl[Sn]Cl. Product: [CH3:1][O:2][CH2:3][CH:4]([NH:6][C:7]([C:9]1[CH:10]=[C:11]([C:18]2[CH:19]=[CH:20][C:21]([CH3:24])=[CH:22][CH:23]=2)[CH:12]=[C:13]([NH2:15])[CH:14]=1)=[O:8])[CH3:5]. The catalyst class is: 5. (3) Reactant: [H-].[H-].[Na+].[C:4]([O:14][C:15]([CH3:18])([CH3:17])[CH3:16])(=[O:13])[CH2:5][C:6]([O:8][C:9]([CH3:12])([CH3:11])[CH3:10])=[O:7].F[C:20]1[CH:25]=[CH:24][C:23]([CH3:26])=[CH:22][C:21]=1[N+:27]([O-:29])=[O:28]. Product: [CH3:26][C:23]1[CH:24]=[CH:25][C:20]([CH:5]([C:6]([O:8][C:9]([CH3:10])([CH3:11])[CH3:12])=[O:7])[C:4]([O:14][C:15]([CH3:18])([CH3:17])[CH3:16])=[O:13])=[C:21]([N+:27]([O-:29])=[O:28])[CH:22]=1. The catalyst class is: 3.